Predict the product of the given reaction. From a dataset of Forward reaction prediction with 1.9M reactions from USPTO patents (1976-2016). (1) Given the reactants [CH3:1][C:2]([CH3:23])([CH3:22])/[CH:3]=[CH:4]/[C:5]1[CH:6]=[C:7]([C:19]([OH:21])=O)[N:8]([CH2:10][C:11]2[C:16]([CH3:17])=[CH:15][CH:14]=[CH:13][C:12]=2[CH3:18])[N:9]=1.[N+:24]([C:27]1[CH:28]=[C:29]([S:33]([NH2:36])(=[O:35])=[O:34])[CH:30]=[CH:31][CH:32]=1)([O-:26])=[O:25].[CH3:37]N(C(ON1N=NC2C=CC=NC1=2)=[N+](C)C)C.F[P-](F)(F)(F)(F)F.C(N(C(C)C)C(C)C)C, predict the reaction product. The product is: [CH3:22][C:2]([CH3:1])([CH3:23])/[CH:3]=[CH:4]/[C:5]1[CH:6]=[C:7]([C:19]([NH:36][S:33]([C:29]2[CH:30]=[CH:31][CH:32]=[C:27]([N+:24]([O-:26])=[O:25])[CH:28]=2)(=[O:34])=[O:35])=[O:21])[N:8]([CH2:10][C:11]2[C:12]([CH3:18])=[CH:13][C:14]([CH3:37])=[CH:15][C:16]=2[CH3:17])[N:9]=1. (2) Given the reactants [NH:1]([CH2:6][C:7]([OH:9])=[O:8])[CH2:2][C:3]([OH:5])=[O:4].C([O-])([O-])=O.[K+].[K+].C1C(=O)N([O:23][C:24]([O:26][CH2:27][C:28]2[CH:33]=[CH:32][CH:31]=[CH:30][CH:29]=2)=O)C(=O)C1, predict the reaction product. The product is: [CH2:27]([O:26][C:24]([N:1]([CH2:6][C:7]([OH:9])=[O:8])[CH2:2][C:3]([OH:5])=[O:4])=[O:23])[C:28]1[CH:33]=[CH:32][CH:31]=[CH:30][CH:29]=1. (3) Given the reactants [CH2:1]([O:3][C:4](=[O:18])[CH2:5][CH2:6][NH:7][C:8](=[O:17])[C:9]1[CH:14]=[CH:13][C:12]([CH:15]=O)=[CH:11][CH:10]=1)[CH3:2].[CH:19]1([C:25]2[CH:31]=[CH:30][C:28]([NH2:29])=[CH:27][CH:26]=2)[CH2:24][CH2:23][CH2:22][CH2:21][CH2:20]1.C(O)(=O)C.C([BH3-])#N.[Na+], predict the reaction product. The product is: [CH2:1]([O:3][C:4](=[O:18])[CH2:5][CH2:6][NH:7][C:8](=[O:17])[C:9]1[CH:14]=[CH:13][C:12]([CH2:15][NH:29][C:28]2[CH:30]=[CH:31][C:25]([CH:19]3[CH2:24][CH2:23][CH2:22][CH2:21][CH2:20]3)=[CH:26][CH:27]=2)=[CH:11][CH:10]=1)[CH3:2]. (4) Given the reactants [C:1]([OH:6])(=[O:5])C(O)=O.[N+:7]([C:10]1[CH:11]=[C:12]([CH:16]2[CH2:21][NH:20][CH2:19][CH2:18][NH:17]2)[CH:13]=[CH:14][CH:15]=1)([O-:9])=[O:8].[C:22]([O:26][C:27](O[C:27]([O:26][C:22]([CH3:25])([CH3:24])[CH3:23])=[O:28])=[O:28])([CH3:25])([CH3:24])[CH3:23], predict the reaction product. The product is: [C:22]([O:26][C:27]([N:17]1[CH2:18][CH2:19][N:20]([C:1]([O:6][C:12]([CH3:16])([CH3:13])[CH3:11])=[O:5])[CH2:21][CH:16]1[C:12]1[CH:13]=[CH:14][CH:15]=[C:10]([N+:7]([O-:9])=[O:8])[CH:11]=1)=[O:28])([CH3:25])([CH3:24])[CH3:23]. (5) The product is: [ClH:38].[S:1]1[CH:5]=[CH:4][C:3]2[C:6]([N:10]3[CH2:11][CH2:12][N:13]([CH2:16][CH2:17][CH2:18][O:19][C:20]4[N:24]([CH3:25])[N:23]=[C:22]([NH:26][C:36](=[O:37])[N:35]([CH3:39])[CH3:34])[CH:21]=4)[CH2:14][CH2:15]3)=[CH:7][CH:8]=[CH:9][C:2]1=2. Given the reactants [S:1]1[CH:5]=[CH:4][C:3]2[C:6]([N:10]3[CH2:15][CH2:14][N:13]([CH2:16][CH2:17][CH2:18][O:19][C:20]4[N:24]([CH3:25])[N:23]=[C:22]([NH2:26])[CH:21]=4)[CH2:12][CH2:11]3)=[CH:7][CH:8]=[CH:9][C:2]1=2.C(N(CC)CC)C.[CH3:34][N:35]([CH3:39])[C:36]([Cl:38])=[O:37].N1C=CC=CC=1, predict the reaction product. (6) Given the reactants [Cl:1][CH2:2][C@H:3]([OH:6])[CH2:4][OH:5].[C:7]([Si:11]([CH3:14])([CH3:13])Cl)([CH3:10])([CH3:9])[CH3:8].N1C=CN=C1, predict the reaction product. The product is: [Si:11]([O:5][CH2:4][C@@H:3]([OH:6])[CH2:2][Cl:1])([C:7]([CH3:10])([CH3:9])[CH3:8])([CH3:14])[CH3:13]. (7) Given the reactants [S:1]1[CH:5]=[CH:4][CH:3]=[C:2]1B(O)O.[CH3:9][O:10][C:11](=[O:19])[C:12]1[CH:17]=[CH:16][C:15](Br)=[CH:14][CH:13]=1, predict the reaction product. The product is: [CH3:9][O:10][C:11]([C:12]1[CH:17]=[CH:16][C:15]([C:2]2[S:1][CH:5]=[CH:4][CH:3]=2)=[CH:14][CH:13]=1)=[O:19]. (8) The product is: [CH3:20][O:19][C:14]1[CH:15]=[CH:16][CH:17]=[CH:18][C:13]=1[C:10]1[CH:11]=[C:12]2[C:7](=[CH:8][CH:9]=1)[NH:6][C:5]([CH3:22])([CH3:21])[CH:4]=[C:3]2[CH2:2][NH:29][C:30]1[CH:35]=[CH:34][CH:33]=[CH:32][CH:31]=1. Given the reactants Br[CH2:2][C:3]1[C:12]2[C:7](=[CH:8][CH:9]=[C:10]([C:13]3[CH:18]=[CH:17][CH:16]=[CH:15][C:14]=3[O:19][CH3:20])[CH:11]=2)[NH:6][C:5]([CH3:22])([CH3:21])[CH:4]=1.C(=O)([O-])[O-].[K+].[K+].[NH2:29][C:30]1[CH:35]=[CH:34][CH:33]=[CH:32][CH:31]=1, predict the reaction product.